Dataset: Reaction yield outcomes from USPTO patents with 853,638 reactions. Task: Predict the reaction yield, written as a fraction of the theoretical maximum amount of product (1.0 means a 100% yield; for example, 0.34 means a 34% yield). (1) The reactants are CO[C:3]1[CH:8]=[C:7]([O:9][CH3:10])[CH:6]=[CH:5][C:4]=1[NH:11][C:12]1[N:23]=[CH:22][CH:21]=[CH:20][C:13]=1[C:14]([NH:16][CH2:17][C:18]#[CH:19])=[O:15].[N:24]([CH2:27][C:28]1[CH:33]=[C:32]([O:34][CH3:35])[CH:31]=[C:30]([O:36][CH3:37])[CH:29]=1)=[N+:25]=[N-:26].O.O=C1O[C@H]([C@H](CO)O)C([O-])=C1O.[Na+]. The catalyst is S([O-])([O-])(=O)=O.[Cu+2].C(O)(C)(C)C. The product is [CH3:35][O:34][C:32]1[CH:33]=[C:28]([CH:29]=[C:30]([O:36][CH3:37])[CH:31]=1)[CH2:27][N:24]1[CH:19]=[C:18]([CH2:17][NH:16][C:14](=[O:15])[C:13]2[CH:20]=[CH:21][CH:22]=[N:23][C:12]=2[NH:11][C:4]2[CH:3]=[CH:8][C:7]([O:9][CH3:10])=[CH:6][CH:5]=2)[N:26]=[N:25]1. The yield is 0.720. (2) The reactants are [CH3:1][O:2][C:3](=[O:21])[C:4]1[CH:9]=[CH:8][C:7]([S:10][C:11]2[CH:16]=[CH:15][C:14]([CH2:17][OH:18])=[C:13]([CH3:19])[N:12]=2)=[CH:6][C:5]=1[CH3:20]. The catalyst is C(Cl)Cl.O=[Mn]=O. The product is [CH3:1][O:2][C:3](=[O:21])[C:4]1[CH:9]=[CH:8][C:7]([S:10][C:11]2[CH:16]=[CH:15][C:14]([CH:17]=[O:18])=[C:13]([CH3:19])[N:12]=2)=[CH:6][C:5]=1[CH3:20]. The yield is 0.780. (3) The reactants are C(O[C:4](=[N:6][C:7](=O)[C:8]1[CH:13]=[CH:12][CH:11]=[C:10]([O:14][CH3:15])[CH:9]=1)[CH3:5])C.Cl.[NH:18]([C:20]1[CH:25]=[CH:24][C:23]([S:26]([NH2:29])(=[O:28])=[O:27])=[CH:22][CH:21]=1)[NH2:19].C(N(CC)CC)C.O. The catalyst is ClCCl.CO. The product is [CH3:15][O:14][C:10]1[CH:9]=[C:8]([C:7]2[N:18]([C:20]3[CH:21]=[CH:22][C:23]([S:26]([NH2:29])(=[O:28])=[O:27])=[CH:24][CH:25]=3)[N:19]=[C:4]([CH3:5])[N:6]=2)[CH:13]=[CH:12][CH:11]=1. The yield is 0.700. (4) The reactants are [F:1][C:2]1[CH:3]=[C:4]([CH:6]=[CH:7][C:8]=1[F:9])[NH2:5].[CH:10]([C:12]1[N:13]=[CH:14][NH:15][CH:16]=1)=O.C(O[BH-](OC(=O)C)OC(=O)C)(=O)C.[Na+].C(O)(=O)C. The catalyst is ClCCCl. The product is [F:1][C:2]1[CH:3]=[C:4]([NH:5][CH2:10][C:12]2[N:13]=[CH:14][NH:15][CH:16]=2)[CH:6]=[CH:7][C:8]=1[F:9]. The yield is 0.290. (5) The product is [F:4][C:5]1[CH:10]=[CH:9][C:8]([CH2:11][C:12]2[C:14]3[C:15](=[CH:16][NH:17][C:18]=3[CH3:19])[C:20](=[O:21])[NH:2][N:3]=2)=[CH:7][C:6]=1[C:24]([N:26]1[CH2:27][CH2:28][CH:29]([O:32][CH3:33])[CH2:30][CH2:31]1)=[O:25]. The yield is 0.196. The reactants are O.[NH2:2][NH2:3].[F:4][C:5]1[CH:10]=[CH:9][C:8]([CH2:11][C:12]([C:14]2[C:15]([C:20](OC)=[O:21])=[CH:16][NH:17][C:18]=2[CH3:19])=O)=[CH:7][C:6]=1[C:24]([N:26]1[CH2:31][CH2:30][CH:29]([O:32][CH3:33])[CH2:28][CH2:27]1)=[O:25]. The catalyst is C(O)(=O)C. (6) The reactants are [Cl:1][C:2]1[CH:11]=[C:10]([Cl:12])[C:9]([N:13]2[CH2:18][CH2:17][O:16][CH2:15][CH2:14]2)=[CH:8][C:3]=1[C:4](OC)=[O:5].[NH3:19]. No catalyst specified. The product is [Cl:1][C:2]1[CH:11]=[C:10]([Cl:12])[C:9]([N:13]2[CH2:18][CH2:17][O:16][CH2:15][CH2:14]2)=[CH:8][C:3]=1[C:4]([NH2:19])=[O:5]. The yield is 0.430.